Dataset: Forward reaction prediction with 1.9M reactions from USPTO patents (1976-2016). Task: Predict the product of the given reaction. (1) Given the reactants [F:1][C:2]1[CH:3]=[C:4]([NH:9][CH:10]([CH3:12])[CH3:11])[C:5]([NH2:8])=[CH:6][CH:7]=1.[C:13]([O:17][C:18]([NH:20][C@@H:21]([CH3:25])[C:22](O)=O)=[O:19])([CH3:16])([CH3:15])[CH3:14].C1C=NC2N(O)N=NC=2C=1.CN1CCOCC1.CN(C)CCCN=C=NCC, predict the reaction product. The product is: [C:13]([O:17][C:18](=[O:19])[NH:20][C@H:21]([C:22]1[N:9]([CH:10]([CH3:12])[CH3:11])[C:4]2[CH:3]=[C:2]([F:1])[CH:7]=[CH:6][C:5]=2[N:8]=1)[CH3:25])([CH3:16])([CH3:15])[CH3:14]. (2) Given the reactants C([Si](C)(C)[O:6][C:7]1([C:11]2[CH:16]=[CH:15][CH:14]=[CH:13][C:12]=2[C:17]2[CH:37]=[CH:36][C:20]3[NH:21][C:22]([CH2:24][O:25][C:26]4[CH:31]=[CH:30][C:29]([C:32]([F:35])([F:34])[F:33])=[CH:28][CH:27]=4)=[N:23][C:19]=3[CH:18]=2)[CH:9]([CH3:10])[O:8]1)(C)(C)C.O.C1(C)C(S(O)(=O)=O)=CC=CC=1, predict the reaction product. The product is: [OH:8][CH:9]([CH3:10])[C:7]([C:11]1[CH:16]=[CH:15][CH:14]=[CH:13][C:12]=1[C:17]1[CH:37]=[CH:36][C:20]2[NH:21][C:22]([CH2:24][O:25][C:26]3[CH:31]=[CH:30][C:29]([C:32]([F:34])([F:35])[F:33])=[CH:28][CH:27]=3)=[N:23][C:19]=2[CH:18]=1)=[O:6]. (3) Given the reactants [CH:1]([NH:4][C:5]1[C:14]2[C:9](=[CH:10][C:11]([C:15]3[CH:16]=[C:17]([CH:23]=[CH:24][C:25]=3[CH3:26])[C:18]([O:20]CC)=[O:19])=[CH:12][CH:13]=2)[CH:8]=[N:7][N:6]=1)([CH3:3])[CH3:2].[OH-].[K+], predict the reaction product. The product is: [CH:1]([NH:4][C:5]1[C:14]2[C:9](=[CH:10][C:11]([C:15]3[CH:16]=[C:17]([CH:23]=[CH:24][C:25]=3[CH3:26])[C:18]([OH:20])=[O:19])=[CH:12][CH:13]=2)[CH:8]=[N:7][N:6]=1)([CH3:3])[CH3:2]. (4) Given the reactants [NH:1]1[CH2:6][CH2:5][S:4][C:3]2[N:7]=[CH:8][C:9]([C:11]3[N:12]=[C:13]([NH:20][C:21]4[CH:26]=[CH:25][C:24]([N:27]5[CH2:32][CH2:31][O:30][CH2:29][CH2:28]5)=[C:23]([O:33][CH3:34])[CH:22]=4)[C:14]4[N:15]([CH:17]=[CH:18][N:19]=4)[CH:16]=3)=[CH:10][C:2]1=2.[OH:35]OS([O-])=O.[K+].CO, predict the reaction product. The product is: [CH3:34][O:33][C:23]1[CH:22]=[C:21]([NH:20][C:13]2[C:14]3[N:15]([CH:17]=[CH:18][N:19]=3)[CH:16]=[C:11]([C:9]3[CH:8]=[N:7][C:3]4[S:4](=[O:35])[CH2:5][CH2:6][NH:1][C:2]=4[CH:10]=3)[N:12]=2)[CH:26]=[CH:25][C:24]=1[N:27]1[CH2:32][CH2:31][O:30][CH2:29][CH2:28]1. (5) Given the reactants Br[C:2]1[CH:3]=[C:4]([C:8]2([C:21]3[CH:26]=[CH:25][CH:24]=[C:23]([CH3:27])[CH:22]=3)[C:20]3[CH:19]=[CH:18][CH:17]=[CH:16][C:15]=3[C:14]3[C:9]2=[CH:10][CH:11]=[CH:12][CH:13]=3)[CH:5]=[CH:6][CH:7]=1.CC(C)([O-])C.[Na+].[NH2:34][C:35]1[CH:40]=[CH:39][CH:38]=[C:37]([CH3:41])[CH:36]=1.C(P(C(C)(C)C)C(C)(C)C)(C)(C)C, predict the reaction product. The product is: [CH3:41][C:37]1[CH:36]=[C:35]([NH:34][C:2]2[CH:7]=[CH:6][CH:5]=[C:4]([C:8]3([C:21]4[CH:26]=[CH:25][CH:24]=[C:23]([CH3:27])[CH:22]=4)[C:9]4[CH:10]=[CH:11][CH:12]=[CH:13][C:14]=4[C:15]4[C:20]3=[CH:19][CH:18]=[CH:17][CH:16]=4)[CH:3]=2)[CH:40]=[CH:39][CH:38]=1.